Task: Regression. Given two drug SMILES strings and cell line genomic features, predict the synergy score measuring deviation from expected non-interaction effect.. Dataset: NCI-60 drug combinations with 297,098 pairs across 59 cell lines (1) Drug 1: CC12CCC(CC1=CCC3C2CCC4(C3CC=C4C5=CN=CC=C5)C)O. Drug 2: CC1=C(C=C(C=C1)NC2=NC=CC(=N2)N(C)C3=CC4=NN(C(=C4C=C3)C)C)S(=O)(=O)N.Cl. Cell line: OVCAR-4. Synergy scores: CSS=10.7, Synergy_ZIP=-2.38, Synergy_Bliss=-0.0198, Synergy_Loewe=0.261, Synergy_HSA=1.37. (2) Drug 1: C1CCC(CC1)NC(=O)N(CCCl)N=O. Drug 2: CC1C(C(CC(O1)OC2CC(CC3=C2C(=C4C(=C3O)C(=O)C5=C(C4=O)C(=CC=C5)OC)O)(C(=O)CO)O)N)O.Cl. Cell line: SNB-75. Synergy scores: CSS=50.8, Synergy_ZIP=-5.02, Synergy_Bliss=-4.19, Synergy_Loewe=-1.97, Synergy_HSA=0.958. (3) Drug 1: CCN(CC)CCCC(C)NC1=C2C=C(C=CC2=NC3=C1C=CC(=C3)Cl)OC. Drug 2: B(C(CC(C)C)NC(=O)C(CC1=CC=CC=C1)NC(=O)C2=NC=CN=C2)(O)O. Cell line: SNB-75. Synergy scores: CSS=33.4, Synergy_ZIP=-4.08, Synergy_Bliss=-3.08, Synergy_Loewe=-18.2, Synergy_HSA=-2.57. (4) Drug 1: CC1C(C(=O)NC(C(=O)N2CCCC2C(=O)N(CC(=O)N(C(C(=O)O1)C(C)C)C)C)C(C)C)NC(=O)C3=C4C(=C(C=C3)C)OC5=C(C(=O)C(=C(C5=N4)C(=O)NC6C(OC(=O)C(N(C(=O)CN(C(=O)C7CCCN7C(=O)C(NC6=O)C(C)C)C)C)C(C)C)C)N)C. Drug 2: B(C(CC(C)C)NC(=O)C(CC1=CC=CC=C1)NC(=O)C2=NC=CN=C2)(O)O. Cell line: MCF7. Synergy scores: CSS=20.9, Synergy_ZIP=-9.16, Synergy_Bliss=-6.37, Synergy_Loewe=-5.45, Synergy_HSA=-5.67. (5) Drug 1: CCN(CC)CCNC(=O)C1=C(NC(=C1C)C=C2C3=C(C=CC(=C3)F)NC2=O)C. Drug 2: CNC(=O)C1=NC=CC(=C1)OC2=CC=C(C=C2)NC(=O)NC3=CC(=C(C=C3)Cl)C(F)(F)F. Cell line: NCI-H460. Synergy scores: CSS=42.3, Synergy_ZIP=-0.474, Synergy_Bliss=-0.699, Synergy_Loewe=-0.448, Synergy_HSA=2.10. (6) Drug 1: CC1=C(C=C(C=C1)NC2=NC=CC(=N2)N(C)C3=CC4=NN(C(=C4C=C3)C)C)S(=O)(=O)N.Cl. Drug 2: CCN(CC)CCNC(=O)C1=C(NC(=C1C)C=C2C3=C(C=CC(=C3)F)NC2=O)C. Cell line: A549. Synergy scores: CSS=-3.07, Synergy_ZIP=-0.103, Synergy_Bliss=-2.50, Synergy_Loewe=-3.86, Synergy_HSA=-4.27. (7) Drug 1: CC12CCC3C(C1CCC2=O)CC(=C)C4=CC(=O)C=CC34C. Drug 2: C(CN)CNCCSP(=O)(O)O. Cell line: SK-MEL-28. Synergy scores: CSS=-2.85, Synergy_ZIP=-11.5, Synergy_Bliss=-23.4, Synergy_Loewe=-34.5, Synergy_HSA=-22.8.